Dataset: Forward reaction prediction with 1.9M reactions from USPTO patents (1976-2016). Task: Predict the product of the given reaction. (1) Given the reactants [CH3:1][S:2]([O:5][CH2:6][CH2:7][C:8]1[CH:26]=[CH:25][C:11]2[O:12][CH2:13][C@@H:14]([CH2:16][O:17]CC3C=CC=CC=3)[O:15][C:10]=2[CH:9]=1)(=[O:4])=[O:3], predict the reaction product. The product is: [CH3:1][S:2]([O:5][CH2:6][CH2:7][C:8]1[CH:26]=[CH:25][C:11]2[O:12][CH2:13][C@@H:14]([CH2:16][OH:17])[O:15][C:10]=2[CH:9]=1)(=[O:3])=[O:4]. (2) Given the reactants [CH3:1][C:2]1[CH:3]=[C:4]([NH:16][C:17]2[C:18]3[N:25]([CH2:26][CH2:27][NH:28]C(=O)OC(C)(C)C)[CH:24]=[CH:23][C:19]=3[N:20]=[CH:21][N:22]=2)[CH:5]=[CH:6][C:7]=1[O:8][C:9]1[CH:10]=[N:11][C:12]([CH3:15])=[CH:13][CH:14]=1.[ClH:36], predict the reaction product. The product is: [ClH:36].[ClH:36].[ClH:36].[NH2:28][CH2:27][CH2:26][N:25]1[C:18]2[C:17]([NH:16][C:4]3[CH:5]=[CH:6][C:7]([O:8][C:9]4[CH:10]=[N:11][C:12]([CH3:15])=[CH:13][CH:14]=4)=[C:2]([CH3:1])[CH:3]=3)=[N:22][CH:21]=[N:20][C:19]=2[CH:23]=[CH:24]1. (3) Given the reactants [Cl:1][C:2]1[CH:7]=[CH:6][C:5](/[CH:8]=[CH:9]/[CH2:10][N:11]2[CH2:16][CH2:15][N:14]([C:17]3[CH:22]=[C:21]([F:23])[CH:20]=[CH:19][C:18]=3[N+:24]([O-])=O)[CH2:13][CH2:12]2)=[CH:4][CH:3]=1.S(S([O-])=O)([O-])=O.[Na+].[Na+], predict the reaction product. The product is: [Cl:1][C:2]1[CH:7]=[CH:6][C:5](/[CH:8]=[CH:9]/[CH2:10][N:11]2[CH2:12][CH2:13][N:14]([C:17]3[CH:22]=[C:21]([F:23])[CH:20]=[CH:19][C:18]=3[NH2:24])[CH2:15][CH2:16]2)=[CH:4][CH:3]=1. (4) The product is: [Br:8][C:5]1[CH:6]=[CH:7][C:2]2[N:1]=[CH:19][N:11]([C:12]3[CH:17]=[CH:16][CH:15]=[CH:14][C:13]=3[F:18])[C:9](=[O:10])[C:3]=2[N:4]=1. Given the reactants [NH2:1][C:2]1[C:3]([C:9]([NH:11][C:12]2[CH:17]=[CH:16][CH:15]=[CH:14][C:13]=2[F:18])=[O:10])=[N:4][C:5]([Br:8])=[CH:6][CH:7]=1.[CH2:19](OC(OCC)OCC)C, predict the reaction product. (5) Given the reactants [C:1]([C:3]1([CH2:16][CH2:17][OH:18])[CH2:8][CH2:7][N:6]([C:9]([O:11][C:12]([CH3:15])([CH3:14])[CH3:13])=[O:10])[CH2:5][CH2:4]1)#[N:2].C(N(C(C)C)CC)(C)C.[CH3:28][S:29](Cl)(=[O:31])=[O:30], predict the reaction product. The product is: [C:1]([C:3]1([CH2:16][CH2:17][O:18][S:29]([CH3:28])(=[O:31])=[O:30])[CH2:8][CH2:7][N:6]([C:9]([O:11][C:12]([CH3:13])([CH3:14])[CH3:15])=[O:10])[CH2:5][CH2:4]1)#[N:2].